Task: Predict the reaction yield, written as a fraction of the theoretical maximum amount of product (1.0 means a 100% yield; for example, 0.34 means a 34% yield).. Dataset: Reaction yield outcomes from USPTO patents with 853,638 reactions (1) The reactants are N1C=CN=C1.C1(P(C2C=CC=CC=2)C2C=CC=CC=2)C=CC=CC=1.[I:25]I.[C:27]([O:31][C:32]([N:34]1[CH2:39][CH2:38][CH2:37][CH:36]([CH2:40]O)[CH2:35]1)=[O:33])([CH3:30])([CH3:29])[CH3:28]. The catalyst is C1C=CC=CC=1. The product is [C:27]([O:31][C:32]([N:34]1[CH2:39][CH2:38][CH2:37][CH:36]([CH2:40][I:25])[CH2:35]1)=[O:33])([CH3:30])([CH3:29])[CH3:28]. The yield is 0.960. (2) The reactants are O(P(O[C:18]1[C@H:24]([CH3:25])[C@@H:23]2[N:20]([C:21](=[O:29])[C@@H:22]2[C@H:26]([OH:28])[CH3:27])[C:19]=1[C:30]([O:32][CH2:33][C:34]1[CH:39]=[CH:38][C:37]([N+:40]([O-:42])=[O:41])=[CH:36][CH:35]=1)=[O:31])(OC1C=CC=CC=1)=O)C1C=CC=CC=1.[SH:43][CH:44]1[CH2:47][N:46]([S:48]([N:51]([CH2:54][CH3:55])[CH2:52][CH3:53])(=[O:50])=[O:49])[CH2:45]1. No catalyst specified. The product is [CH2:54]([N:51]([CH2:52][CH3:53])[S:48]([N:46]1[CH2:45][CH:44]([S:43][C:18]2[C@H:24]([CH3:25])[C@H:23]3[N:20]([C:21](=[O:29])[C@@H:22]3[C@H:26]([OH:28])[CH3:27])[C:19]=2[C:30]([O:32][CH2:33][C:34]2[CH:39]=[CH:38][C:37]([N+:40]([O-:42])=[O:41])=[CH:36][CH:35]=2)=[O:31])[CH2:47]1)(=[O:50])=[O:49])[CH3:55]. The yield is 0.514. (3) The reactants are [O:1]=[C:2]1[C:11]2[C:6](=[CH:7][CH:8]=[C:9]([C:12]#[C:13][CH2:14][C:15]3[CH:20]=[CH:19][CH:18]=[CH:17][CH:16]=3)[CH:10]=2)[CH:5]=[CH:4][N:3]1[CH2:21][C:22]1[CH:30]=[CH:29][C:25]([C:26](O)=[O:27])=[CH:24][CH:23]=1.CCN=C=NCCCN(C)C.Cl.C1C=CC2N(O)N=NC=2C=1.[NH2:53][N:54]1[CH2:59][CH2:58][CH2:57][CH2:56][CH2:55]1.C([O-])(O)=O.[Na+]. The catalyst is CN(C)C=O.O. The product is [O:1]=[C:2]1[C:11]2[C:6](=[CH:7][CH:8]=[C:9]([C:12]#[C:13][CH2:14][C:15]3[CH:20]=[CH:19][CH:18]=[CH:17][CH:16]=3)[CH:10]=2)[CH:5]=[CH:4][N:3]1[CH2:21][C:22]1[CH:30]=[CH:29][C:25]([C:26]([NH:53][N:54]2[CH2:59][CH2:58][CH2:57][CH2:56][CH2:55]2)=[O:27])=[CH:24][CH:23]=1. The yield is 0.607. (4) The reactants are Br[C:2]1[CH:3]=[CH:4][C:5]([O:28][CH3:29])=[C:6]([N:8]2[C:17]3[C:12](=[CH:13][C:14]([S:18]([NH:21][C:22]4[CH:26]=[CH:25][O:24][N:23]=4)(=[O:20])=[O:19])=[CH:15][CH:16]=3)[CH:11]=[CH:10][C:9]2=[O:27])[CH:7]=1.C(NC(C)C)(C)C.[C:37]([CH:39]1[CH2:43][CH2:42][CH2:41][CH2:40]1)#[CH:38].Cl. The catalyst is CN(C)C=O.C(OCC)(=O)C.C1C=CC([P]([Pd]([P](C2C=CC=CC=2)(C2C=CC=CC=2)C2C=CC=CC=2)([P](C2C=CC=CC=2)(C2C=CC=CC=2)C2C=CC=CC=2)[P](C2C=CC=CC=2)(C2C=CC=CC=2)C2C=CC=CC=2)(C2C=CC=CC=2)C2C=CC=CC=2)=CC=1.[Cu]I. The product is [CH:39]1([C:37]#[C:38][C:2]2[CH:3]=[CH:4][C:5]([O:28][CH3:29])=[C:6]([N:8]3[C:17]4[C:12](=[CH:13][C:14]([S:18]([NH:21][C:22]5[CH:26]=[CH:25][O:24][N:23]=5)(=[O:20])=[O:19])=[CH:15][CH:16]=4)[CH:11]=[CH:10][C:9]3=[O:27])[CH:7]=2)[CH2:43][CH2:42][CH2:41][CH2:40]1. The yield is 0.593. (5) The reactants are FC(F)(F)C(O)=O.[CH:8]([N:11]1[C:15]([C:16]2[N:25]=[C:24]3[N:18]([CH2:19][CH2:20][O:21][C:22]4[CH:29]=[C:28]([CH:30]5[CH2:35][CH2:34][NH:33][CH2:32][CH2:31]5)[CH:27]=[CH:26][C:23]=43)[CH:17]=2)=[N:14][CH:13]=[N:12]1)([CH3:10])[CH3:9].[CH3:36][C:37]([CH3:39])=O.C(O[BH-](OC(=O)C)OC(=O)C)(=O)C.[Na+]. The catalyst is ClCCCl.C(Cl)Cl.C(=O)([O-])O.[Na+]. The product is [CH:8]([N:11]1[C:15]([C:16]2[N:25]=[C:24]3[C:23]4[CH:26]=[CH:27][C:28]([CH:30]5[CH2:35][CH2:34][N:33]([CH:37]([CH3:39])[CH3:36])[CH2:32][CH2:31]5)=[CH:29][C:22]=4[O:21][CH2:20][CH2:19][N:18]3[CH:17]=2)=[N:14][CH:13]=[N:12]1)([CH3:10])[CH3:9]. The yield is 0.0800.